From a dataset of Experimentally validated miRNA-target interactions with 360,000+ pairs, plus equal number of negative samples. Binary Classification. Given a miRNA mature sequence and a target amino acid sequence, predict their likelihood of interaction. (1) The miRNA is hsa-miR-6798-5p with sequence CCAGGGGGAUGGGCGAGCUUGGG. The protein sequence of the target gene is MDNAVDGLDKASIANSDGPTAGSQTPPFKRKGKLSTIGKIFKPWKWRKKKTSDKFRETSAVLERKISTRQSREELIRRGVLKELPDQDGDVTVNFENSNGHMIPIGEESTREENVVKSEEGNGSVSEKTPPLEEQAEDKKENTENHSETPAAPALPPSAPPKPRPKPKPKKSPVPPKGATAGASHKGDEVPPIKKNTKAPGKQAPVPPPKPASRNTTREAAGSSHSKKTTGSKASASPSTSSTSSRPKASKETVSSKAGTVGTTKGKRKTDKQPITSHLSSDTTTSGTSDLKGEPAETRV.... Result: 0 (no interaction). (2) The miRNA is hsa-miR-4317 with sequence ACAUUGCCAGGGAGUUU. The protein sequence of the target gene is MDKILEGLVSSSHPLPLKRMIVRKVVEFAEHWLDEAQCEAMFDLTTRLILEGQDPFQRQVGHQVLEAYARYHRPEFESFFNKTFVLGLLQQGYHSVDRKDVAILDYIHNGLKLIMSCPSVLDLFSLLQVEVLRMVCERPEPVLCARLSDLLTDFVQCVPKGKLSVTFCQQLVRTIGHFQCVSTQEKELREYVSQVTKVSTLLQNIWKAEPSTLLPSLQEVFASISSTDASFEPSVALASLVQHIPLQMITVLIRSLTTDPNVKDASMTQALCRMIDWLSWPLAQHVDTWVIALLKGLAAV.... Result: 0 (no interaction). (3) The miRNA is ebv-miR-BART2-5p with sequence UAUUUUCUGCAUUCGCCCUUGC. The protein sequence of the target gene is MPSALAIFTCRPNSHPFQERHVYLDEPIKIGRSVARCRPAQNNATFDCKVLSRNHALVWFDHKTGKFYLQDTKSSNGTFINSQRLSRGSEESPPCEILSGDIIQFGVDVTENTRKVTHGCIVSTIKLFLPDGMEARLRSDVIHAPLPSPVDKVAANTPSMYSQELFQLSQYLQEALHREQMLEQKLATLQRLLAITQEASDTSWQALIDEDRLLSRLEVMGNQLQACSKNQTEDSLRKELIALQEDKHNYETTAKESLRRVLQEKIEVVRKLSEVERSLSNTEDECTHLKEMNERTQEEL.... Result: 0 (no interaction). (4) The miRNA is hsa-let-7a-3p with sequence CUAUACAAUCUACUGUCUUUC. The protein sequence of the target gene is MALIMEPVSKWSPSQVVDWMKGLDDCLQQYIKNFEREKISGDQLLRITHQELEDLGVSRIGHQELILEAVDLLCALNYGLETENLKTLSHKLNASAKNLQNFITGRRRSGHYDGRTSRKLPNDFLTSVVDLIGAAKSLLAWLDRSPFAAVTDYSVTRNNVIQLCLELTTIVQQDCTVYETENKILHVCKTLSGVCDHIISLSSDPLVSQSAHLEVIQLANIKPSEGLGMYIKSTYDGLHVITGTTENSPADRCKKIHAGDEVIQVNHQTVVGWQLKNLVNALREDPSGVILTLKKRPQSM.... Result: 1 (interaction). (5) The miRNA is xla-miR-1b with sequence UGGAAUGUUAAGAAGUAUGUA. The protein sequence of the target gene is MPIVMARDLEETASSSEDEEVISQEDHPCIMWTGGCRRIPVLVFHADAILTKDNNIRVIGERYHLSYKIVRTDSRLVRSILTAHGFHEVHPSSTDYNLMWTGSHLKPFLLRTLSEAQKVNHFPRSYELTRKDRLYKNIIRMQHTHGFKAFHILPQTFLLPAEYAEFCNSYSKDRGPWIVKPVASSRGRGVYLINNPNQISLEENILVSRYINNPLLIDDFKFDVRLYVLVTSYDPLVIYLYEEGLARFATVRYDQGAKNIRNQFMHLTNYSVNKKSGDYVSCDDPEVEDYGNKWSMSAML.... Result: 0 (no interaction).